Dataset: Full USPTO retrosynthesis dataset with 1.9M reactions from patents (1976-2016). Task: Predict the reactants needed to synthesize the given product. (1) The reactants are: [BH4-].[Na+].[CH2:3]([O:5][C:6]1[CH:7]=[CH:8][C:9]2[N:10]([C:12]([S:15][C:16]3[CH:36]=[CH:35][C:19]4[N:20]=[C:21]([NH:23][C:24]([NH:26][CH2:27][CH2:28][N:29]5[CH2:34][CH2:33][O:32][CH2:31][CH2:30]5)=[O:25])[S:22][C:18]=4[CH:17]=3)=[N:13][N:14]=2)[N:11]=1)[CH3:4]. Given the product [CH2:3]([O:5][C:6]1[CH2:7][CH2:8][C:9]2[N:10]([C:12]([S:15][C:16]3[CH:36]=[CH:35][C:19]4[N:20]=[C:21]([NH:23][C:24]([NH:26][CH2:27][CH2:28][N:29]5[CH2:30][CH2:31][O:32][CH2:33][CH2:34]5)=[O:25])[S:22][C:18]=4[CH:17]=3)=[N:13][N:14]=2)[N:11]=1)[CH3:4], predict the reactants needed to synthesize it. (2) The reactants are: Cl.N1C=CC=CC=1.C(OC(=O)C)(=O)C.[CH3:15][C:16]1([CH3:29])[CH:18]([CH:19]=[C:20]([CH3:24])[CH:21]=[N:22]O)[CH:17]1[C:25]([O:27][CH3:28])=[O:26].S(=O)(=O)(O)O. Given the product [CH3:15][C:16]1([CH3:29])[CH:18]([CH:19]=[C:20]([C:21]#[N:22])[CH3:24])[CH:17]1[C:25]([O:27][CH3:28])=[O:26], predict the reactants needed to synthesize it. (3) Given the product [CH:21]([O:20][C:19]1[CH:18]=[CH:17][C:16]([S:24](=[O:26])(=[O:25])[NH2:27])=[CH:15][C:14]=1[NH:13][C:10]1[S:11][CH:12]=[C:8]([C:5]2[CH:4]=[CH:3][C:2]([C:47]3[CH2:52][CH2:51][N:50]([C:53]([O:55][C:56]([CH3:59])([CH3:58])[CH3:57])=[O:54])[CH2:49][CH:48]=3)=[N:7][CH:6]=2)[N:9]=1)([CH3:23])[CH3:22], predict the reactants needed to synthesize it. The reactants are: Cl[C:2]1[N:7]=[CH:6][C:5]([C:8]2[N:9]=[C:10]([NH:13][C:14]3[CH:15]=[C:16]([S:24]([NH2:27])(=[O:26])=[O:25])[CH:17]=[CH:18][C:19]=3[O:20][CH:21]([CH3:23])[CH3:22])[S:11][CH:12]=2)=[CH:4][CH:3]=1.CC1C=CC(S(O)(=O)=O)=CC=1.CC1(C)C(C)(C)OB([C:47]2[CH2:52][CH2:51][N:50]([C:53]([O:55][C:56]([CH3:59])([CH3:58])[CH3:57])=[O:54])[CH2:49][CH:48]=2)O1.C(Cl)Cl.C([O-])([O-])=O.[K+].[K+]. (4) Given the product [CH2:7]([NH:8][C:10]1[CH2:15][CH2:14][O:13][CH2:12][C:11]=1[C:16]([O:18][CH2:19][CH3:20])=[O:17])[C:1]1[CH:6]=[CH:5][CH:4]=[CH:3][CH:2]=1, predict the reactants needed to synthesize it. The reactants are: [C:1]1([CH2:7][NH2:8])[CH:6]=[CH:5][CH:4]=[CH:3][CH:2]=1.O=[C:10]1[CH2:15][CH2:14][O:13][CH2:12][CH:11]1[C:16]([O:18][CH2:19][CH3:20])=[O:17]. (5) Given the product [Cl:4][C:5]1[C:11]([Cl:12])=[CH:10][C:8]([S:1]([NH2:14])(=[O:3])=[O:2])=[C:7]([F:13])[CH:6]=1, predict the reactants needed to synthesize it. The reactants are: [S:1](=[O:3])=[O:2].[Cl:4][C:5]1[C:11]([Cl:12])=[CH:10][C:8](N)=[C:7]([F:13])[CH:6]=1.[N:14]([O-])=O.[Na+].CCOCC. (6) Given the product [CH2:1]([O:8][C:9]([NH:11][C@@H:12]1[CH2:17][CH2:16][N:15]([CH2:32][CH2:33][OH:34])[CH2:14][C@@H:13]1[C:18]([O:20][CH3:21])=[O:19])=[O:10])[C:2]1[CH:3]=[CH:4][CH:5]=[CH:6][CH:7]=1, predict the reactants needed to synthesize it. The reactants are: [CH2:1]([O:8][C:9]([NH:11][C@@H:12]1[CH2:17][CH2:16][NH:15][CH2:14][C@@H:13]1[C:18]([O:20][CH3:21])=[O:19])=[O:10])[C:2]1[CH:7]=[CH:6][CH:5]=[CH:4][CH:3]=1.C(N(CC)C(C)C)(C)C.Br[CH2:32][CH2:33][OH:34].